From a dataset of Peptide-MHC class I binding affinity with 185,985 pairs from IEDB/IMGT. Regression. Given a peptide amino acid sequence and an MHC pseudo amino acid sequence, predict their binding affinity value. This is MHC class I binding data. (1) The peptide sequence is KLLSKLLCV. The MHC is HLA-A02:01 with pseudo-sequence HLA-A02:01. The binding affinity (normalized) is 0.0641. (2) The peptide sequence is NTYLFNILYK. The MHC is H-2-Db with pseudo-sequence H-2-Db. The binding affinity (normalized) is 0.0587. (3) The peptide sequence is VGGLNRDPV. The MHC is H-2-Db with pseudo-sequence H-2-Db. The binding affinity (normalized) is 0.753. (4) The peptide sequence is VPAWLPLGI. The MHC is HLA-B15:01 with pseudo-sequence HLA-B15:01. The binding affinity (normalized) is 0.0847. (5) The peptide sequence is THIQQDPAL. The MHC is Mamu-A07 with pseudo-sequence Mamu-A07. The binding affinity (normalized) is 0.471.